Dataset: Forward reaction prediction with 1.9M reactions from USPTO patents (1976-2016). Task: Predict the product of the given reaction. (1) Given the reactants [OH:1][C:2]1[CH:12]=[CH:11][C:5]([C:6]([O:8][CH2:9]C)=[O:7])=[CH:4][CH:3]=1.C([O-])([O-])=O.[Cs+].[Cs+].[F:19][C:20]([F:30])([F:29])[C:21]1[CH:28]=[CH:27][C:24]([CH2:25]Br)=[CH:23][CH:22]=1, predict the reaction product. The product is: [CH3:9][O:8][C:6](=[O:7])[C:5]1[CH:11]=[CH:12][C:2]([O:1][CH2:25][C:24]2[CH:23]=[CH:22][C:21]([C:20]([F:19])([F:29])[F:30])=[CH:28][CH:27]=2)=[CH:3][CH:4]=1. (2) Given the reactants [C:1]1([CH2:7][CH2:8][NH:9][C:10]2[N:20]=[CH:19][CH:18]=[CH:17][C:11]=2[C:12]([O:14][CH2:15]C)=[O:13])[CH2:6][CH2:5][CH2:4][CH2:3][CH:2]=1.C(C(CC)CNC1N=CC=CC=1C(OCC)=[O:29])C, predict the reaction product. The product is: [C:1]1([CH2:7][CH2:8][N:9]2[C:10]3[N:20]=[CH:19][CH:18]=[CH:17][C:11]=3[C:12](=[O:13])[O:14][C:15]2=[O:29])[CH2:6][CH2:5][CH2:4][CH2:3][CH:2]=1. (3) Given the reactants [C:1]([C:3]1[CH:8]=[CH:7][C:6](B(O)O)=[CH:5][C:4]=1[F:12])#[N:2].[C:13]([C@@H:15]([NH:24][C:25](=[O:31])[O:26][C:27]([CH3:30])([CH3:29])[CH3:28])[CH2:16][C:17]1[CH:22]=[CH:21][C:20](I)=[CH:19][CH:18]=1)#[N:14].C(=O)([O-])[O-].[K+].[K+], predict the reaction product. The product is: [C:13]([C@@H:15]([NH:24][C:25](=[O:31])[O:26][C:27]([CH3:29])([CH3:28])[CH3:30])[CH2:16][C:17]1[CH:22]=[CH:21][C:20]([C:6]2[CH:7]=[CH:8][C:3]([C:1]#[N:2])=[C:4]([F:12])[CH:5]=2)=[CH:19][CH:18]=1)#[N:14]. (4) Given the reactants O[C:2]1[N:7]=[C:6]([CH3:8])[N:5]=[C:4]2[N:9]([C:12]3[CH:17]=[CH:16][CH:15]=[CH:14][CH:13]=3)[N:10]=[CH:11][C:3]=12.P(Cl)(Cl)([Cl:20])=O, predict the reaction product. The product is: [Cl:20][C:2]1[N:7]=[C:6]([CH3:8])[N:5]=[C:4]2[N:9]([C:12]3[CH:17]=[CH:16][CH:15]=[CH:14][CH:13]=3)[N:10]=[CH:11][C:3]=12. (5) Given the reactants [Cl:1][C:2]1[CH:3]=[CH:4][C:5]2[N:11]3[CH:12]=[CH:13][CH:14]=[C:10]3[C@@H:9]([CH2:15][CH2:16][C:17](O)=[O:18])[O:8][C@H:7]([C:20]3[CH:25]=[CH:24][CH:23]=[C:22]([O:26][CH3:27])[C:21]=3[O:28][CH3:29])[C:6]=2[CH:30]=1.Cl.[NH:32]1[CH2:37][CH2:36][O:35][CH:34]([C:38]([O:40][CH3:41])=[O:39])[CH2:33]1.Cl.C(N=C=NCCCN(C)C)C.ON1C2C=CC=CC=2N=N1, predict the reaction product. The product is: [Cl:1][C:2]1[CH:3]=[CH:4][C:5]2[N:11]3[CH:12]=[CH:13][CH:14]=[C:10]3[C@@H:9]([CH2:15][CH2:16][C:17]([N:32]3[CH2:37][CH2:36][O:35][CH:34]([C:38]([O:40][CH3:41])=[O:39])[CH2:33]3)=[O:18])[O:8][C@H:7]([C:20]3[CH:25]=[CH:24][CH:23]=[C:22]([O:26][CH3:27])[C:21]=3[O:28][CH3:29])[C:6]=2[CH:30]=1. (6) Given the reactants [C:1]([O:4][CH2:5][C@H:6]1[C@H:11](CC([O-])=O)[C@H:10](CC([O-])=O)[C@H:9](CC([O-])=O)[C@@H:8]([C:24]2[CH:29]=[CH:28][C:27]([Cl:30])=[C:26]([CH2:31][C:32]3[CH:37]=[CH:36][C:35]([O:38][CH2:39][CH2:40][O:41][Si](C(C)(C)C)(C)C)=[CH:34][CH:33]=3)[CH:25]=2)[O:7]1)(=[O:3])[CH3:2].[C:49]([OH:52])(=[O:51])[CH3:50], predict the reaction product. The product is: [C:49]([O:52][C@H:11]1[C@H:10]([O:51][C:49](=[O:52])[CH3:50])[C@@H:9]([O:4][C:1](=[O:3])[CH3:2])[C@H:8]([C:24]2[CH:29]=[CH:28][C:27]([Cl:30])=[C:26]([CH2:31][C:32]3[CH:37]=[CH:36][C:35]([O:38][CH2:39][CH2:40][OH:41])=[CH:34][CH:33]=3)[CH:25]=2)[O:7][C@@H:6]1[CH2:5][O:4][C:1](=[O:3])[CH3:2])(=[O:51])[CH3:50].